This data is from Full USPTO retrosynthesis dataset with 1.9M reactions from patents (1976-2016). The task is: Predict the reactants needed to synthesize the given product. Given the product [CH3:51][C@@:36]([S:47]([CH3:50])(=[O:48])=[O:49])([CH2:35][CH2:34][N:31]1[CH:32]=[CH:33][C:28]([C:15]2[CH:16]=[CH:17][C:18]([N:21]3[CH:25]=[CH:24][CH:23]=[N:22]3)=[CH:19][CH:20]=2)=[CH:29][C:30]1=[O:52])[C:37]([NH:39][O:40][CH:41]1[CH2:46][CH2:45][CH2:44][CH2:43][O:42]1)=[O:38], predict the reactants needed to synthesize it. The reactants are: C(=O)([O-])[O-].[K+].[K+].CC1(C)C(C)(C)OB([C:15]2[CH:20]=[CH:19][C:18]([N:21]3[CH:25]=[CH:24][CH:23]=[N:22]3)=[CH:17][CH:16]=2)O1.I[C:28]1[CH:33]=[CH:32][N:31]([CH2:34][CH2:35][C@@:36]([CH3:51])([S:47]([CH3:50])(=[O:49])=[O:48])[C:37]([NH:39][O:40][CH:41]2[CH2:46][CH2:45][CH2:44][CH2:43][O:42]2)=[O:38])[C:30](=[O:52])[CH:29]=1.